Dataset: NCI-60 drug combinations with 297,098 pairs across 59 cell lines. Task: Regression. Given two drug SMILES strings and cell line genomic features, predict the synergy score measuring deviation from expected non-interaction effect. (1) Drug 1: CCCCCOC(=O)NC1=NC(=O)N(C=C1F)C2C(C(C(O2)C)O)O. Drug 2: CC1CCC2CC(C(=CC=CC=CC(CC(C(=O)C(C(C(=CC(C(=O)CC(OC(=O)C3CCCCN3C(=O)C(=O)C1(O2)O)C(C)CC4CCC(C(C4)OC)OCCO)C)C)O)OC)C)C)C)OC. Cell line: SF-268. Synergy scores: CSS=-0.321, Synergy_ZIP=-4.30, Synergy_Bliss=-9.50, Synergy_Loewe=-18.0, Synergy_HSA=-10.1. (2) Synergy scores: CSS=5.88, Synergy_ZIP=-3.62, Synergy_Bliss=-2.35, Synergy_Loewe=0.257, Synergy_HSA=-0.817. Drug 2: CC(C)CN1C=NC2=C1C3=CC=CC=C3N=C2N. Drug 1: CS(=O)(=O)CCNCC1=CC=C(O1)C2=CC3=C(C=C2)N=CN=C3NC4=CC(=C(C=C4)OCC5=CC(=CC=C5)F)Cl. Cell line: T-47D.